From a dataset of Catalyst prediction with 721,799 reactions and 888 catalyst types from USPTO. Predict which catalyst facilitates the given reaction. (1) Reactant: [OH:1][CH2:2][C:3]1[CH:36]=[CH:35][C:6]([C:7]([CH2:9][NH:10][CH2:11][CH2:12][N:13]2[CH2:18][CH2:17][CH:16]([O:19][C:20](=[O:34])[NH:21][C:22]3[CH:27]=[CH:26][CH:25]=[CH:24][C:23]=3[C:28]3[CH:33]=[CH:32][CH:31]=[CH:30][CH:29]=3)[CH2:15][CH2:14]2)=[O:8])=[C:5]([O:37][CH3:38])[CH:4]=1.CS(C)=O.CCN(C(C)C)C(C)C. Product: [CH:2]([C:3]1[CH:36]=[CH:35][C:6]([C:7]([CH2:9][NH:10][CH2:11][CH2:12][N:13]2[CH2:18][CH2:17][CH:16]([O:19][C:20](=[O:34])[NH:21][C:22]3[CH:27]=[CH:26][CH:25]=[CH:24][C:23]=3[C:28]3[CH:33]=[CH:32][CH:31]=[CH:30][CH:29]=3)[CH2:15][CH2:14]2)=[O:8])=[C:5]([O:37][CH3:38])[CH:4]=1)=[O:1]. The catalyst class is: 2. (2) Reactant: [P:1]([CH2:5][CH2:6][C:7]([OH:9])=O)([OH:4])([OH:3])=[O:2].CN(C(ON1N=NC2C=CC=NC1=2)=[N+](C)C)C.F[P-](F)(F)(F)(F)F.C(N(C(C)C)CC)(C)C.[NH2:43][C@H:44]([CH2:61][C:62]1[CH:67]=[CH:66][C:65]([C:68]2[CH:73]=[C:72]([Cl:74])[CH:71]=[CH:70][C:69]=2[F:75])=[CH:64][CH:63]=1)[CH2:45][C:46]([O:48][CH:49]([O:51][C:52]([O:54][CH:55]1[CH2:60][CH2:59][CH2:58][CH2:57][CH2:56]1)=[O:53])[CH3:50])=[O:47]. Product: [Cl:74][C:72]1[CH:71]=[CH:70][C:69]([F:75])=[C:68]([C:65]2[CH:66]=[CH:67][C:62]([CH2:61][C@@H:44]([NH:43][C:7](=[O:9])[CH2:6][CH2:5][P:1](=[O:2])([OH:4])[OH:3])[CH2:45][C:46]([O:48][C@@H:49]([O:51][C:52]([O:54][CH:55]3[CH2:60][CH2:59][CH2:58][CH2:57][CH2:56]3)=[O:53])[CH3:50])=[O:47])=[CH:63][CH:64]=2)[CH:73]=1. The catalyst class is: 39. (3) Reactant: Cl[C:2]1[N:7]=[CH:6][C:5]([CH2:8][NH:9][CH:10]2[CH2:15][CH2:14][N:13]([C:16]([O:18][C:19]([CH3:22])([CH3:21])[CH3:20])=[O:17])[CH2:12][CH2:11]2)=[CH:4][CH:3]=1.[N:23]1([C:29]([C:31]2[CH:36]=[CH:35][C:34](B(O)O)=[CH:33][CH:32]=2)=[O:30])[CH2:28][CH2:27][O:26][CH2:25][CH2:24]1.C([O-])([O-])=O.[K+].[K+]. Product: [N:23]1([C:29]([C:31]2[CH:32]=[CH:33][C:34]([C:2]3[N:7]=[CH:6][C:5]([CH2:8][NH:9][CH:10]4[CH2:15][CH2:14][N:13]([C:16]([O:18][C:19]([CH3:22])([CH3:21])[CH3:20])=[O:17])[CH2:12][CH2:11]4)=[CH:4][CH:3]=3)=[CH:35][CH:36]=2)=[O:30])[CH2:28][CH2:27][O:26][CH2:25][CH2:24]1. The catalyst class is: 70. (4) Reactant: [Cl:1][C:2]1[CH:3]=[C:4]([C:8]2[N:9]=[C:10]([OH:18])[C:11]3[S:17][CH2:16][CH2:15][CH2:14][C:12]=3[N:13]=2)[CH:5]=[CH:6][CH:7]=1.C(N(CC)C(C)C)(C)C.[S:28](O[S:28]([C:31]([F:34])([F:33])[F:32])(=[O:30])=[O:29])([C:31]([F:34])([F:33])[F:32])(=[O:30])=[O:29].C([O-])(O)=O.[Na+]. Product: [Cl:1][C:2]1[CH:3]=[C:4]([C:8]2[N:9]=[C:10]([O:18][S:28]([C:31]([F:34])([F:33])[F:32])(=[O:30])=[O:29])[C:11]3[S:17][CH2:16][CH2:15][CH2:14][C:12]=3[N:13]=2)[CH:5]=[CH:6][CH:7]=1. The catalyst class is: 4.